This data is from Forward reaction prediction with 1.9M reactions from USPTO patents (1976-2016). The task is: Predict the product of the given reaction. (1) Given the reactants [NH:1]1[CH2:6][CH2:5][O:4][CH2:3][CH2:2]1.C(=O)([O-])[O-].[Na+].[Na+].Cl[C:14]1[N:19]=[C:18]([O:20][C:21]2[CH:49]=[CH:48][CH:47]=[CH:46][C:22]=2[CH2:23][NH:24][C:25]([NH:27][C:28]2[N:32]([C:33]3[CH:38]=[CH:37][C:36]([CH:39]([CH3:41])[CH3:40])=[CH:35][CH:34]=3)[N:31]=[C:30]([C:42]([CH3:45])([CH3:44])[CH3:43])[CH:29]=2)=[O:26])[CH:17]=[CH:16][N:15]=1, predict the reaction product. The product is: [O:4]1[CH2:5][CH2:6][N:1]([C:14]2[N:19]=[C:18]([O:20][C:21]3[CH:49]=[CH:48][CH:47]=[CH:46][C:22]=3[CH2:23][NH:24][C:25]([NH:27][C:28]3[N:32]([C:33]4[CH:38]=[CH:37][C:36]([CH:39]([CH3:41])[CH3:40])=[CH:35][CH:34]=4)[N:31]=[C:30]([C:42]([CH3:43])([CH3:45])[CH3:44])[CH:29]=3)=[O:26])[CH:17]=[CH:16][N:15]=2)[CH2:2][CH2:3]1. (2) Given the reactants [NH2:1][C:2]1[N:6]=[CH:5][N:4]([C:7]2[CH:14]=[CH:13][C:12](/[CH:15]=[CH:16]/[CH:17]([C:22]3[CH:27]=[C:26]([Cl:28])[C:25]([Cl:29])=[C:24]([Cl:30])[CH:23]=3)[C:18]([F:21])([F:20])[F:19])=[CH:11][C:8]=2[C:9]#[N:10])[N:3]=1.[CH:31]1([C:34](Cl)=[O:35])[CH2:33][CH2:32]1, predict the reaction product. The product is: [C:9]([C:8]1[CH:11]=[C:12](/[CH:15]=[CH:16]/[CH:17]([C:22]2[CH:23]=[C:24]([Cl:30])[C:25]([Cl:29])=[C:26]([Cl:28])[CH:27]=2)[C:18]([F:19])([F:20])[F:21])[CH:13]=[CH:14][C:7]=1[N:4]1[CH:5]=[N:6][C:2]([NH:1][C:34]([CH:31]2[CH2:33][CH2:32]2)=[O:35])=[N:3]1)#[N:10]. (3) Given the reactants [CH3:1][O:2][C:3]1[CH:4]=[C:5]2[C:10](=[CH:11][C:12]=1[O:13][CH2:14][CH:15]1[CH2:17][O:16]1)[N:9]=[CH:8][CH:7]=[C:6]2[O:18][C:19]1[CH:24]=[CH:23][C:22]([CH3:25])=[CH:21][C:20]=1[C:26]([C:28]1[CH:33]=[CH:32][CH:31]=[CH:30][CH:29]=1)=[O:27].[NH:34]1[CH2:39][CH2:38][CH:37]([CH2:40]CO)[CH2:36][CH2:35]1.[OH2:43], predict the reaction product. The product is: [OH:16][CH:15]([CH2:17][N:34]1[CH2:35][CH2:36][CH:37]([CH2:40][OH:43])[CH2:38][CH2:39]1)[CH2:14][O:13][C:12]1[CH:11]=[C:10]2[C:5]([C:6]([O:18][C:19]3[CH:24]=[CH:23][C:22]([CH3:25])=[CH:21][C:20]=3[C:26]([C:28]3[CH:33]=[CH:32][CH:31]=[CH:30][CH:29]=3)=[O:27])=[CH:7][CH:8]=[N:9]2)=[CH:4][C:3]=1[O:2][CH3:1]. (4) Given the reactants C[N:2](C)[CH:3]=[CH:4][C:5]([C:7]1[C:12](=[O:13])[CH:11]=[CH:10][N:9]([C:14]2[CH:19]=[CH:18][CH:17]=[C:16]([C:20]([F:23])([F:22])[F:21])[CH:15]=2)[N:8]=1)=O.Cl.[CH3:26][O:27][C:28]1[CH:36]=[CH:35][C:31]([CH2:32][NH:33]N)=[CH:30][CH:29]=1.CCN(CC)CC.Cl, predict the reaction product. The product is: [CH3:26][O:27][C:28]1[CH:36]=[CH:35][C:31]([CH2:32][N:33]2[C:5]([C:7]3[C:12](=[O:13])[CH:11]=[CH:10][N:9]([C:14]4[CH:19]=[CH:18][CH:17]=[C:16]([C:20]([F:23])([F:22])[F:21])[CH:15]=4)[N:8]=3)=[CH:4][CH:3]=[N:2]2)=[CH:30][CH:29]=1.